Task: Predict the product of the given reaction.. Dataset: Forward reaction prediction with 1.9M reactions from USPTO patents (1976-2016) The product is: [CH3:25][N:24]([CH3:26])[C:22](=[O:23])[CH2:21][O:1][C:2]1[CH:11]=[CH:10][C:5]([C:6]([O:8][CH3:9])=[O:7])=[CH:4][C:3]=1[O:12][CH3:13]. Given the reactants [OH:1][C:2]1[CH:11]=[CH:10][C:5]([C:6]([O:8][CH3:9])=[O:7])=[CH:4][C:3]=1[O:12][CH3:13].C(=O)([O-])[O-].[K+].[K+].Cl[CH2:21][C:22]([N:24]([CH3:26])[CH3:25])=[O:23], predict the reaction product.